Dataset: Full USPTO retrosynthesis dataset with 1.9M reactions from patents (1976-2016). Task: Predict the reactants needed to synthesize the given product. (1) The reactants are: [N:1]([CH2:4][C:5]1[S:6][CH:7]=[C:8]([C:10]2[S:11][C:12]([Cl:15])=[CH:13][CH:14]=2)[N:9]=1)=[N+]=[N-].O1CCCC1.C1(P(C2C=CC=CC=2)C2C=CC=CC=2)C=CC=CC=1. Given the product [Cl:15][C:12]1[S:11][C:10]([C:8]2[N:9]=[C:5]([CH2:4][NH2:1])[S:6][CH:7]=2)=[CH:14][CH:13]=1, predict the reactants needed to synthesize it. (2) Given the product [NH:7]1[C:3]([CH2:2][N:8]2[CH2:13][CH2:12][O:11][CH2:10][CH2:9]2)=[N:4][N:5]=[N:6]1, predict the reactants needed to synthesize it. The reactants are: Cl[CH2:2][C:3]1[NH:7][N:6]=[N:5][N:4]=1.[NH:8]1[CH2:13][CH2:12][O:11][CH2:10][CH2:9]1. (3) Given the product [CH3:24][C:23]1[CH:22]=[C:21]([CH3:25])[NH:20][C:19](=[O:26])[C:18]=1[CH2:17][NH:16][C:14]([C:4]1[C:5]2[C:10]([CH3:46])=[N:9][N:8]([CH:11]([CH3:13])[CH3:12])[C:6]=2[N:7]=[C:2]([C:35]2[CH:44]=[CH:43][C:38]3[NH:39][C:40](=[O:42])[NH:41][C:37]=3[CH:36]=2)[CH:3]=1)=[O:15], predict the reactants needed to synthesize it. The reactants are: Cl[C:2]1[CH:3]=[C:4]([C:14]([NH:16][CH2:17][C:18]2[C:19](=[O:26])[NH:20][C:21]([CH3:25])=[CH:22][C:23]=2[CH3:24])=[O:15])[C:5]2[CH:10]=[N:9][N:8]([CH:11]([CH3:13])[CH3:12])[C:6]=2[N:7]=1.CC1(C)C(C)(C)OB([C:35]2[CH:44]=[CH:43][C:38]3[NH:39][C:40](=[O:42])[NH:41][C:37]=3[CH:36]=2)O1.[CH3:46]S(C)=O. (4) Given the product [CH:5]1([C:10]2[CH:14]=[C:13]([NH:15][C:16]([NH:18][C:19]3[CH:24]=[CH:23][CH:22]=[C:21]([Cl:25])[C:20]=3[Cl:26])=[O:17])[N:12]([C:27]3[CH:35]=[C:34]4[C:30]([CH2:31][CH2:32][CH:33]4[C:36]([OH:38])=[O:37])=[CH:29][CH:28]=3)[N:11]=2)[CH2:6][CH2:7][CH2:8][CH2:9]1, predict the reactants needed to synthesize it. The reactants are: CCO.O.[CH:5]1([C:10]2[CH:14]=[C:13]([NH:15][C:16]([NH:18][C:19]3[CH:24]=[CH:23][CH:22]=[C:21]([Cl:25])[C:20]=3[Cl:26])=[O:17])[N:12]([C:27]3[CH:35]=[C:34]4[C:30]([CH2:31][CH2:32][CH:33]4[C:36]([O:38]CC)=[O:37])=[CH:29][CH:28]=3)[N:11]=2)[CH2:9][CH2:8][CH2:7][CH2:6]1.[OH-].[Li+]. (5) The reactants are: O=[C:2]1[C:8]2[CH:9]=[C:10]([S:13](Cl)(=[O:15])=[O:14])[CH:11]=[CH:12][C:7]=2[O:6][CH2:5][CH2:4][NH:3]1.N1C=CC=CC=1.[Cl:23][C:24]1[CH:25]=[C:26]([CH:28]=[CH:29][CH:30]=1)[NH2:27].B.Cl. Given the product [Cl:23][C:24]1[CH:25]=[C:26]([NH:27][S:13]([C:10]2[CH:11]=[CH:12][C:7]3[O:6][CH2:5][CH2:4][NH:3][CH2:2][C:8]=3[CH:9]=2)(=[O:15])=[O:14])[CH:28]=[CH:29][CH:30]=1, predict the reactants needed to synthesize it. (6) The reactants are: C([O:3][C:4]([C:6]1[N:7]([C:25]2[CH:30]=[CH:29][C:28]([O:31][CH:32]3[CH2:36][CH2:35][CH2:34][CH2:33]3)=[CH:27][CH:26]=2)[C:8]2[C:13]([CH:14]=1)=[CH:12][C:11]([C:15]1[CH:20]=[CH:19][C:18]([C:21]([CH3:24])([CH3:23])[CH3:22])=[CH:17][CH:16]=1)=[CH:10][CH:9]=2)=[O:5])C.[OH-].[Na+].O.Cl. Given the product [C:21]([C:18]1[CH:19]=[CH:20][C:15]([C:11]2[CH:12]=[C:13]3[C:8](=[CH:9][CH:10]=2)[N:7]([C:25]2[CH:30]=[CH:29][C:28]([O:31][CH:32]4[CH2:36][CH2:35][CH2:34][CH2:33]4)=[CH:27][CH:26]=2)[C:6]([C:4]([OH:5])=[O:3])=[CH:14]3)=[CH:16][CH:17]=1)([CH3:24])([CH3:22])[CH3:23], predict the reactants needed to synthesize it. (7) Given the product [O:1]=[C:2]1[CH:11]=[CH:10][C:9]2[C:4](=[CH:5][CH:6]=[CH:7][CH:8]=2)[N:3]1[CH2:12][CH2:13][C:14]([OH:16])=[O:15], predict the reactants needed to synthesize it. The reactants are: [O:1]=[C:2]1[CH:11]=[CH:10][C:9]2[C:4](=[CH:5][CH:6]=[CH:7][CH:8]=2)[N:3]1[CH2:12][CH2:13][C:14]([O:16]CC)=[O:15].[OH-].[Na+]. (8) Given the product [F:1][C:2]1[CH:3]=[C:4]([N:15]2[CH2:19][CH:18]([CH2:20][NH:21][C:22](=[O:24])[CH3:23])[O:17][C:16]2=[O:25])[CH:5]=[CH:6][C:7]=1[CH:8]1[CH2:9][CH2:10][C:11](=[N:27][OH:28])[CH2:12][CH2:13]1, predict the reactants needed to synthesize it. The reactants are: [F:1][C:2]1[CH:3]=[C:4]([N:15]2[CH2:19][CH:18]([CH2:20][NH:21][C:22](=[O:24])[CH3:23])[O:17][C:16]2=[O:25])[CH:5]=[CH:6][C:7]=1[CH:8]1[CH2:13][CH2:12][C:11](=O)[CH2:10][CH2:9]1.Cl.[NH2:27][OH:28]. (9) Given the product [C:33]1([C:32]2[N:21]3[CH:22]=[CH:23][C:24]([C:26]#[C:27][Si:28]([CH3:31])([CH3:29])[CH3:30])=[CH:25][C:20]3=[N:19][C:18]=2[C:15]2[CH:14]=[CH:13][C:12]([C:8]3([NH2:7])[CH2:11][CH2:10][CH2:9]3)=[CH:17][CH:16]=2)[CH:34]=[CH:35][CH:36]=[CH:37][CH:38]=1, predict the reactants needed to synthesize it. The reactants are: C(OC(=O)[NH:7][C:8]1([C:12]2[CH:17]=[CH:16][C:15]([C:18]3[N:19]=[C:20]4[CH:25]=[C:24]([C:26]#[C:27][Si:28]([CH3:31])([CH3:30])[CH3:29])[CH:23]=[CH:22][N:21]4[C:32]=3[C:33]3[CH:38]=[CH:37][CH:36]=[CH:35][CH:34]=3)=[CH:14][CH:13]=2)[CH2:11][CH2:10][CH2:9]1)(C)(C)C.Cl.O1CCOCC1. (10) Given the product [F:25][C:24]([F:27])([F:26])[S:21]([O:14][C:11]1[N:12]=[CH:13][C:8]2[CH:7]=[CH:6][N:5]([CH:1]3[CH2:2][CH2:3][CH2:4]3)[C:9]=2[N:10]=1)(=[O:23])=[O:22], predict the reactants needed to synthesize it. The reactants are: [CH:1]1([N:5]2[C:9]3[N:10]=[C:11]([OH:14])[N:12]=[CH:13][C:8]=3[CH:7]=[CH:6]2)[CH2:4][CH2:3][CH2:2]1.N1C=CC=CC=1.[S:21](O[S:21]([C:24]([F:27])([F:26])[F:25])(=[O:23])=[O:22])([C:24]([F:27])([F:26])[F:25])(=[O:23])=[O:22].